Dataset: Reaction yield outcomes from USPTO patents with 853,638 reactions. Task: Predict the reaction yield, written as a fraction of the theoretical maximum amount of product (1.0 means a 100% yield; for example, 0.34 means a 34% yield). (1) The reactants are [CH3:1][O:2][CH2:3][CH2:4][S:5]([O:8][C:9]1[CH:14]=[CH:13][CH:12]=[C:11]([C:15]2([C:23]3[CH:28]=[CH:27][CH:26]=[C:25]([Br:29])[CH:24]=3)[C:19](=[O:20])[N:18]([CH3:21])[C:17](=S)[NH:16]2)[CH:10]=1)(=[O:7])=[O:6].[NH3:30].C(OO)(C)(C)C. No catalyst specified. The product is [CH3:1][O:2][CH2:3][CH2:4][S:5]([O:8][C:9]1[CH:14]=[CH:13][CH:12]=[C:11]([C:15]2([C:23]3[CH:28]=[CH:27][CH:26]=[C:25]([Br:29])[CH:24]=3)[C:19](=[O:20])[N:18]([CH3:21])[C:17]([NH2:30])=[N:16]2)[CH:10]=1)(=[O:7])=[O:6]. The yield is 0.770. (2) The reactants are [NH2:1][C:2]1[C:7]([F:8])=[C:6]([Cl:9])[N:5]=[C:4]([C:10]([O:12][CH:13]([CH3:15])[CH3:14])=[O:11])[CH:3]=1.O.CCOC(C)=O.CCCCCC.C(Cl)[Cl:30]. No catalyst specified. The product is [NH2:1][C:2]1[C:7]([F:8])=[C:6]([Cl:9])[N:5]=[C:4]([C:10]([O:12][CH:13]([CH3:15])[CH3:14])=[O:11])[C:3]=1[Cl:30]. The yield is 0.280. (3) The reactants are [N:1]1[CH:6]=[CH:5][N:4]=[C:3]([C:7]([OH:9])=[O:8])[C:2]=1[C:10]([OH:12])=[O:11].OS(O)(=O)=O.[CH3:18]O. No catalyst specified. The product is [CH3:18][O:11][C:10]([C:2]1[C:3]([C:7]([OH:9])=[O:8])=[N:4][CH:5]=[CH:6][N:1]=1)=[O:12]. The yield is 0.470. (4) The reactants are [F:1][C:2]1[CH:7]=[CH:6][C:5]([C:8]2[C:12]([C:13]3[CH:18]=[CH:17][N:16]=[C:15]([NH2:19])[CH:14]=3)=[CH:11][N:10]([CH:20]([CH3:22])[CH3:21])[N:9]=2)=[CH:4][CH:3]=1.C(N(CC)CC)C.[CH:30]1([C:33](Cl)=[O:34])[CH2:32][CH2:31]1. The catalyst is O1CCCC1. The product is [F:1][C:2]1[CH:3]=[CH:4][C:5]([C:8]2[C:12]([C:13]3[CH:18]=[CH:17][N:16]=[C:15]([NH:19][C:33]([CH:30]4[CH2:32][CH2:31]4)=[O:34])[CH:14]=3)=[CH:11][N:10]([CH:20]([CH3:22])[CH3:21])[N:9]=2)=[CH:6][CH:7]=1. The yield is 0.400.